From a dataset of Reaction yield outcomes from USPTO patents with 853,638 reactions. Predict the reaction yield, written as a fraction of the theoretical maximum amount of product (1.0 means a 100% yield; for example, 0.34 means a 34% yield). (1) The reactants are [CH:1]1[CH:6]=[CH:5][C:4]([CH2:7]Br)=[CH:3][CH:2]=1.C([O-])([O-])=O.[K+].[K+].[NH2:15][C:16]1[CH:21]=[CH:20][C:19]([CH2:22][CH2:23][CH2:24][C:25]([O:27][CH3:28])=[O:26])=[CH:18][CH:17]=1.O. The catalyst is CC#N. The product is [CH2:7]([N:15]([C:16]1[CH:17]=[CH:18][C:19]([CH2:22][CH2:23][CH2:24][C:25]([O:27][CH3:28])=[O:26])=[CH:20][CH:21]=1)[CH2:7][C:4]1[CH:5]=[CH:6][CH:1]=[CH:2][CH:3]=1)[C:4]1[CH:5]=[CH:6][CH:1]=[CH:2][CH:3]=1. The yield is 0.800. (2) The reactants are [CH2:1]([O:4][N:5]([C@H:18]1[CH2:23][N:22]([C:24]([O:26][C:27]([CH3:30])([CH3:29])[CH3:28])=[O:25])[C@H:21]([CH2:31][O:32][Si](C(C)(C)C)(C)C)[CH:20]=[C:19]1[C:40](=[O:42])[NH2:41])[S:6]([C:9]1[CH:14]=[CH:13][CH:12]=[CH:11][C:10]=1[N+:15]([O-:17])=[O:16])(=[O:8])=[O:7])[CH:2]=[CH2:3].C(ON1C(=O)N2C[C@H]1C(C(N)=O)=C[C@H]2CO)C=C.C(ON1C(=O)N2C[C@H]1C(C(N)=O)=C[C@H]2CO[Si](C(C)(C)C)(C)C)C=C. No catalyst specified. The product is [CH2:1]([O:4][N:5]([C@H:18]1[CH2:23][N:22]([C:24]([O:26][C:27]([CH3:29])([CH3:30])[CH3:28])=[O:25])[C@H:21]([CH2:31][OH:32])[CH:20]=[C:19]1[C:40](=[O:42])[NH2:41])[S:6]([C:9]1[CH:14]=[CH:13][CH:12]=[CH:11][C:10]=1[N+:15]([O-:17])=[O:16])(=[O:8])=[O:7])[CH:2]=[CH2:3]. The yield is 0.670. (3) The reactants are [Cl-].[Al+3].[Cl-].[Cl-].[C:5](Cl)(=[O:7])[CH3:6].[F:9][C:10]1[CH:15]=[C:14]([O:16][CH3:17])[CH:13]=[C:12]([F:18])[CH:11]=1.C([O-])(O)=O.[Na+]. The catalyst is C(Cl)Cl. The product is [F:9][C:10]1[CH:15]=[C:14]([O:16][CH3:17])[CH:13]=[C:12]([F:18])[C:11]=1[C:5](=[O:7])[CH3:6]. The yield is 0.580. (4) The product is [Cl:12][C:13]1[N:18]=[C:17]([NH:1][C:2]2[CH:11]=[CH:10][C:5]3[NH:6][C:7](=[O:9])[NH:8][C:4]=3[CH:3]=2)[C:16]([F:20])=[CH:15][N:14]=1. The reactants are [NH2:1][C:2]1[CH:11]=[CH:10][C:5]2[NH:6][C:7](=[O:9])[NH:8][C:4]=2[CH:3]=1.[Cl:12][C:13]1[N:18]=[C:17](Cl)[C:16]([F:20])=[CH:15][N:14]=1.CO. The catalyst is O. The yield is 0.700. (5) The reactants are [C:1]([C:5]1[CH:10]=[CH:9][C:8]([NH:11][CH2:12][CH2:13][C:14]([O:16][CH2:17][CH3:18])=[O:15])=[CH:7][CH:6]=1)([CH3:4])([CH3:3])[CH3:2].[C:19]([CH2:21][C:22](O)=[O:23])#[N:20].CCCCCCC. The catalyst is CN(C)C=O.C(OCC)(=O)C. The product is [C:1]([C:5]1[CH:10]=[CH:9][C:8]([N:11]([CH2:12][CH2:13][C:14]([O:16][CH2:17][CH3:18])=[O:15])[C:22](=[O:23])[CH2:21][C:19]#[N:20])=[CH:7][CH:6]=1)([CH3:4])([CH3:2])[CH3:3]. The yield is 0.850.